From a dataset of Full USPTO retrosynthesis dataset with 1.9M reactions from patents (1976-2016). Predict the reactants needed to synthesize the given product. (1) The reactants are: [N:1]1([C:6]2[N:11]=[C:10]([C:12]#[N:13])[CH:9]=[CH:8][CH:7]=2)[CH:5]=[CH:4][CH:3]=[N:2]1.[C:14](OC)(=[O:22])[C:15]1[C:16](=[CH:18][CH:19]=[CH:20][CH:21]=1)[SH:17].C(N(CC)CC)C. Given the product [N:1]1([C:6]2[N:11]=[C:10]([C:12]3[S:17][C:16]4[CH:18]=[CH:19][CH:20]=[CH:21][C:15]=4[C:14](=[O:22])[N:13]=3)[CH:9]=[CH:8][CH:7]=2)[CH:5]=[CH:4][CH:3]=[N:2]1, predict the reactants needed to synthesize it. (2) Given the product [C:39]([C:41]1[CH:42]=[C:43]([CH:47]=[CH:48][CH:49]=1)[C:44]([N:4]1[CH2:5][CH2:6][N:1]([C:7]2[CH:8]=[CH:9][C:10]([NH:13][C:14]([C:16]3[CH2:21][CH2:20][CH2:19][CH2:18][C:17]=3[C:22]3[CH:23]=[CH:24][C:25]([C:28]([F:29])([F:31])[F:30])=[CH:26][CH:27]=3)=[O:15])=[CH:11][CH:12]=2)[CH2:2][CH2:3]1)=[O:45])#[N:40], predict the reactants needed to synthesize it. The reactants are: [N:1]1([C:7]2[CH:12]=[CH:11][C:10]([NH:13][C:14]([C:16]3[CH2:21][CH2:20][CH2:19][CH2:18][C:17]=3[C:22]3[CH:27]=[CH:26][C:25]([C:28]([F:31])([F:30])[F:29])=[CH:24][CH:23]=3)=[O:15])=[CH:9][CH:8]=2)[CH2:6][CH2:5][NH:4][CH2:3][CH2:2]1.C(N(CC)CC)C.[C:39]([C:41]1[CH:42]=[C:43]([CH:47]=[CH:48][CH:49]=1)[C:44](Cl)=[O:45])#[N:40].O. (3) Given the product [C:5]([O:8][CH2:9][C:10]([CH3:39])([CH3:40])[CH2:11][N:12]1[C:18]2[CH:19]=[CH:20][C:21]([Cl:23])=[CH:22][C:17]=2[C@@H:16]([C:24]2[CH:29]=[CH:28][CH:27]=[C:26]([O:30][CH3:31])[C:25]=2[O:32][CH3:33])[O:15][C@H:14]([CH2:34][C:35]([NH:42][C:43]2[C:44]([CH3:53])=[C:45]([CH:50]=[CH:51][CH:52]=2)[C:46]([O:48][CH3:49])=[O:47])=[O:36])[C:13]1=[O:38])(=[O:7])[CH3:6], predict the reactants needed to synthesize it. The reactants are: S(Cl)(Cl)=O.[C:5]([O:8][CH2:9][C:10]([CH3:40])([CH3:39])[CH2:11][N:12]1[C:18]2[CH:19]=[CH:20][C:21]([Cl:23])=[CH:22][C:17]=2[C@@H:16]([C:24]2[CH:29]=[CH:28][CH:27]=[C:26]([O:30][CH3:31])[C:25]=2[O:32][CH3:33])[O:15][C@H:14]([CH2:34][C:35](O)=[O:36])[C:13]1=[O:38])(=[O:7])[CH3:6].Cl.[NH2:42][C:43]1[C:44]([CH3:53])=[C:45]([CH:50]=[CH:51][CH:52]=1)[C:46]([O:48][CH3:49])=[O:47].C(N(CC)CC)C. (4) Given the product [Br:9][C:10]1[CH:15]=[CH:14][C:13]([CH:16]([CH3:30])[C:17]([C:19]2[CH:20]=[CH:21][C:22]3[O:26][C:25](=[O:27])[N:24]([CH3:28])[C:23]=3[CH:29]=2)([OH:18])[C:2]([F:4])([F:3])[F:1])=[C:12]([Cl:31])[CH:11]=1, predict the reactants needed to synthesize it. The reactants are: [F:1][C:2]([Si](C)(C)C)([F:4])[F:3].[Br:9][C:10]1[CH:15]=[CH:14][C:13]([CH:16]([CH3:30])[C:17]([C:19]2[CH:20]=[CH:21][C:22]3[O:26][C:25](=[O:27])[N:24]([CH3:28])[C:23]=3[CH:29]=2)=[O:18])=[C:12]([Cl:31])[CH:11]=1.O.O.O.[F-].C([N+](CCCC)(CCCC)CCCC)CCC.[F-].C([N+](CCCC)(CCCC)CCCC)CCC. (5) The reactants are: [Cl:1][C:2]1[CH:3]=[C:4]([CH:8]=[C:9]([S:12](Cl)(=[O:14])=[O:13])[C:10]=1[OH:11])[C:5]([OH:7])=O.C([N:18]([CH2:21][CH3:22])CC)C.[Cl:23][C:24]1[CH:29]=[CH:28][C:27]([C:30]2[CH:35]=[CH:34][CH:33]=[C:32]([CH2:36][NH:37][CH2:38][C:39]3[CH:44]=[CH:43][C:42]([F:45])=[CH:41][CH:40]=3)[CH:31]=2)=[CH:26][CH:25]=1. Given the product [CH2:21]([NH:18][C:5](=[O:7])[C:4]1[CH:8]=[C:9]([S:12](=[O:14])(=[O:13])[N:37]([CH2:36][C:32]2[CH:31]=[C:30]([C:27]3[CH:28]=[CH:29][C:24]([Cl:23])=[CH:25][CH:26]=3)[CH:35]=[CH:34][CH:33]=2)[CH2:38][C:39]2[CH:40]=[CH:41][C:42]([F:45])=[CH:43][CH:44]=2)[C:10]([OH:11])=[C:2]([Cl:1])[CH:3]=1)[C:22]1[CH:4]=[CH:3][CH:2]=[CH:10][CH:9]=1, predict the reactants needed to synthesize it. (6) Given the product [Cl:20][C:21]1[CH:22]=[C:23]([C:29]([NH:31][C@@H:32]2[CH2:36][CH2:35][N:34]([CH3:37])[C:33]2=[O:38])=[O:30])[CH:24]=[N:25][C:26]=1[NH:27][NH:28][C:18]([NH:17][CH:16]1[C:11]2[CH:12]=[N:13][CH:14]=[CH:15][C:10]=2[CH2:9][CH2:8][C:7]2[C:2]([F:1])=[CH:3][CH:4]=[CH:5][C:6]1=2)=[S:19], predict the reactants needed to synthesize it. The reactants are: [F:1][C:2]1[C:7]2[CH2:8][CH2:9][C:10]3[CH:15]=[CH:14][N:13]=[CH:12][C:11]=3[CH:16]([N:17]=[C:18]=[S:19])[C:6]=2[CH:5]=[CH:4][CH:3]=1.[Cl:20][C:21]1[CH:22]=[C:23]([C:29]([NH:31][C@@H:32]2[CH2:36][CH2:35][N:34]([CH3:37])[C:33]2=[O:38])=[O:30])[CH:24]=[N:25][C:26]=1[NH:27][NH2:28]. (7) Given the product [CH3:18][O:19][C:20]1[C:21]([OH:22])=[N:17][C:15]([N:11]2[CH2:12][CH2:13][CH2:14][CH:10]2[C:7]2[CH:6]=[CH:5][C:4]([CH3:3])=[CH:9][CH:8]=2)=[N:16][C:25]=1[OH:26], predict the reactants needed to synthesize it. The reactants are: [Na].Cl.[CH3:3][C:4]1[CH:9]=[CH:8][C:7]([CH:10]2[CH2:14][CH2:13][CH2:12][N:11]2[C:15](=[NH:17])[NH2:16])=[CH:6][CH:5]=1.[CH3:18][O:19][CH:20]([C:25](OC)=[O:26])[C:21](OC)=[O:22]. (8) Given the product [C:29]([C:33]1[CH:40]=[CH:39][C:36]([CH2:37][N:11]2[C:12]3[C:17](=[CH:16][CH:15]=[CH:14][CH:13]=3)[C:9]([O:8][CH2:7][C:1]3[CH:2]=[CH:3][CH:4]=[CH:5][CH:6]=3)=[C:10]2[N:23]([C:22]2[CH:12]=[N:11][CH:10]=[CH:9][CH:17]=2)[CH:25]=[O:26])=[CH:35][CH:34]=1)([CH3:32])([CH3:31])[CH3:30], predict the reactants needed to synthesize it. The reactants are: [C:1]1([CH2:7][O:8][C:9]2[C:17]3[C:12](=[CH:13][CH:14]=[CH:15][CH:16]=3)[NH:11][C:10]=2C(OC)=O)[CH:6]=[CH:5][CH:4]=[CH:3][CH:2]=1.[CH3:22][N:23]([CH:25]=[O:26])C.[H-].[Na+].[C:29]([C:33]1[CH:40]=[CH:39][C:36]([CH2:37]Br)=[CH:35][CH:34]=1)([CH3:32])([CH3:31])[CH3:30].